This data is from Reaction yield outcomes from USPTO patents with 853,638 reactions. The task is: Predict the reaction yield, written as a fraction of the theoretical maximum amount of product (1.0 means a 100% yield; for example, 0.34 means a 34% yield). (1) The reactants are [CH3:1][O:2][C:3]1[CH:4]=[C:5]([CH:9]([C:11]2[CH:16]=[CH:15][CH:14]=[CH:13][C:12]=2[S:17]CC2C(OC)=CC(OC)=CC=2OC)O)[CH:6]=[CH:7][CH:8]=1.C([SiH](CC)CC)C.C(O)(C(F)(F)F)=O.C(Cl)Cl. The catalyst is C(OC(=O)C)C.CCCCCC.O. The product is [CH3:1][O:2][C:3]1[CH:4]=[C:5]([CH:6]=[CH:7][CH:8]=1)[CH2:9][C:11]1[CH:16]=[CH:15][CH:14]=[CH:13][C:12]=1[SH:17]. The yield is 0.770. (2) The reactants are [OH:1][C:2]1[CH:3]=[C:4]2[C:9](=[CH:10][CH:11]=1)[CH2:8][CH:7]([N:12]1[C:20](=[O:21])[C:19]3[C:14](=[CH:15][CH:16]=[CH:17][CH:18]=3)[C:13]1=[O:22])[CH2:6][CH2:5]2.[N:23]12[CH2:30][CH2:30][N:23]([CH2:28][CH2:28]1)[CH2:24][CH2:24]2.CN(NC(Cl)=[S:36])C. The catalyst is CN(C=O)C. The product is [O:22]=[C:13]1[C:14]2[C:19](=[CH:18][CH:17]=[CH:16][CH:15]=2)[C:20](=[O:21])[N:12]1[CH:7]1[CH2:6][CH2:5][C:4]2[CH:3]=[C:2]([O:1][C:24](=[S:36])[N:23]([CH3:30])[CH3:28])[CH:11]=[CH:10][C:9]=2[CH2:8]1. The yield is 0.910. (3) The reactants are [CH:1]1([NH:8][C:9]2[N:14]=[C:13]([NH:15][CH2:16][CH:17]3[CH2:21][CH2:20][CH2:19][N:18]3[CH2:22][CH3:23])[N:12]=[C:11]([NH:24][C:25]3[CH:30]=[CH:29][C:28]([O:31][CH3:32])=[C:27]([F:33])[CH:26]=3)[N:10]=2)[CH2:7][CH2:6][CH2:5][CH2:4][CH2:3][CH2:2]1.[ClH:34]. The catalyst is CO. The product is [ClH:34].[CH:1]1([NH:8][C:9]2[N:14]=[C:13]([NH:15][CH2:16][CH:17]3[CH2:21][CH2:20][CH2:19][N:18]3[CH2:22][CH3:23])[N:12]=[C:11]([NH:24][C:25]3[CH:30]=[CH:29][C:28]([O:31][CH3:32])=[C:27]([F:33])[CH:26]=3)[N:10]=2)[CH2:7][CH2:6][CH2:5][CH2:4][CH2:3][CH2:2]1. The yield is 0.970. (4) The reactants are [NH:1]1[C:9]2[C:4](=[CH:5][CH:6]=[C:7]([CH2:10][NH:11][CH3:12])[CH:8]=2)[CH:3]=[CH:2]1.Cl.Cl.[CH3:15][N:16]1[CH2:22][C:21]2[CH:23]=[C:24](/[CH:27]=[CH:28]/[C:29]([OH:31])=O)[CH:25]=[N:26][C:20]=2[NH:19][C:18](=[O:32])[CH2:17]1.C(N(C(C)C)CC)(C)C.CCN=C=NCCCN(C)C.Cl. The catalyst is CN(C=O)C.O. The product is [NH:1]1[C:9]2[C:4](=[CH:5][CH:6]=[C:7]([CH2:10][N:11]([CH3:12])[C:29](=[O:31])/[CH:28]=[CH:27]/[C:24]3[CH:25]=[N:26][C:20]4[NH:19][C:18](=[O:32])[CH2:17][N:16]([CH3:15])[CH2:22][C:21]=4[CH:23]=3)[CH:8]=2)[CH:3]=[CH:2]1. The yield is 0.370. (5) The reactants are [CH:1]1([CH2:4][N:5]([S:18]([C:21]2[S:22][CH:23]=[CH:24][CH:25]=2)(=[O:20])=[O:19])[C:6]2[CH:7]=[CH:8][CH:9]=[C:10]3[C:14]=2[NH:13][C:12]([C:15]([NH2:17])=O)=[CH:11]3)[CH2:3][CH2:2]1.COC1C=CC(P2(SP(C3C=CC(OC)=CC=3)(=S)S2)=[S:35])=CC=1. The catalyst is O1CCCC1. The product is [CH:1]1([CH2:4][N:5]([S:18]([C:21]2[S:22][CH:23]=[CH:24][CH:25]=2)(=[O:20])=[O:19])[C:6]2[CH:7]=[CH:8][CH:9]=[C:10]3[C:14]=2[NH:13][C:12]([C:15](=[S:35])[NH2:17])=[CH:11]3)[CH2:3][CH2:2]1. The yield is 0.880. (6) The reactants are [CH:1]1([C:4]2[C:5]([O:18][CH2:19][CH:20]3[CH2:25][CH2:24][NH:23][CH2:22][CH2:21]3)=[CH:6][C:7]([F:17])=[C:8]([CH:16]=2)[C:9]([O:11]C(C)(C)C)=[O:10])[CH2:3][CH2:2]1.C(N(CC)CC)C.[Br:33][C:34]1[C:39]([Cl:40])=[CH:38][C:37]([S:41](Cl)(=[O:43])=[O:42])=[C:36]([F:45])[CH:35]=1. The catalyst is O1CCCC1.C(OCC)(=O)C. The product is [Br:33][C:34]1[C:39]([Cl:40])=[CH:38][C:37]([S:41]([N:23]2[CH2:24][CH2:25][CH:20]([CH2:19][O:18][C:5]3[C:4]([CH:1]4[CH2:2][CH2:3]4)=[CH:16][C:8]([C:9]([OH:11])=[O:10])=[C:7]([F:17])[CH:6]=3)[CH2:21][CH2:22]2)(=[O:42])=[O:43])=[C:36]([F:45])[CH:35]=1. The yield is 0.370. (7) The reactants are Cl[C:2]1[CH:11]=[CH:10][C:5]([C:6]([O:8][CH3:9])=[O:7])=[C:4]([N+:12]([O-:14])=[O:13])[CH:3]=1.[F:15][C:16]1[CH:17]=[C:18](B(O)O)[CH:19]=[CH:20][CH:21]=1.[F-].[Cs+]. The catalyst is CC#N.O.C(OCC)(=O)C. The product is [F:15][C:16]1[CH:21]=[C:20]([C:2]2[CH:11]=[CH:10][C:5]([C:6]([O:8][CH3:9])=[O:7])=[C:4]([N+:12]([O-:14])=[O:13])[CH:3]=2)[CH:19]=[CH:18][CH:17]=1. The yield is 0.890.